From a dataset of Full USPTO retrosynthesis dataset with 1.9M reactions from patents (1976-2016). Predict the reactants needed to synthesize the given product. (1) Given the product [CH:1]([NH:4][CH2:6][CH2:5][CH2:11][S:8]([OH:10])(=[O:9])=[O:7])([CH3:3])[CH3:2], predict the reactants needed to synthesize it. The reactants are: [CH:1]([NH2:4])([CH3:3])[CH3:2].[CH2:5]1[CH2:11][S:8](=[O:10])(=[O:9])[O:7][CH2:6]1.CCCCCC. (2) Given the product [NH2:1][C:4]1[C:5]([C:11]([C:13]2[C:14]([CH3:20])=[N:15][CH:16]=[CH:17][C:18]=2[CH3:19])=[O:12])=[N:6][CH:7]=[C:8]([Cl:10])[CH:9]=1, predict the reactants needed to synthesize it. The reactants are: [N+:1]([C:4]1[C:5]([C:11]([C:13]2[C:14]([CH3:20])=[N:15][CH:16]=[CH:17][C:18]=2[CH3:19])=[O:12])=[N:6][CH:7]=[C:8]([Cl:10])[CH:9]=1)([O-])=O.